This data is from Reaction yield outcomes from USPTO patents with 853,638 reactions. The task is: Predict the reaction yield, written as a fraction of the theoretical maximum amount of product (1.0 means a 100% yield; for example, 0.34 means a 34% yield). (1) The reactants are Cl[C:2]1[N:7]=[C:6]([NH2:8])[C:5]([CH3:9])=[CH:4][N:3]=1.[NH2:10][C:11]1[CH:30]=[CH:29][C:14]([O:15][CH:16]2[CH2:21][CH2:20][N:19]([C:22]([O:24][C:25]([CH3:28])([CH3:27])[CH3:26])=[O:23])[CH2:18][CH2:17]2)=[CH:13][CH:12]=1. The catalyst is C(O)(=O)C. The product is [NH2:8][C:6]1[C:5]([CH3:9])=[CH:4][N:3]=[C:2]([NH:10][C:11]2[CH:12]=[CH:13][C:14]([O:15][CH:16]3[CH2:21][CH2:20][N:19]([C:22]([O:24][C:25]([CH3:26])([CH3:27])[CH3:28])=[O:23])[CH2:18][CH2:17]3)=[CH:29][CH:30]=2)[N:7]=1. The yield is 0.950. (2) The reactants are C([O:3][C:4](=O)[CH2:5][C:6](=O)[CH2:7][C:8]1[CH:13]=[CH:12][CH:11]=[C:10]([Br:14])[CH:9]=1)C.C(=O)(O)O.[NH2:21][C:22]([NH2:24])=[NH:23]. The catalyst is C(O)C. The product is [NH2:23][C:22]1[NH:24][C:4](=[O:3])[CH:5]=[C:6]([CH2:7][C:8]2[CH:13]=[CH:12][CH:11]=[C:10]([Br:14])[CH:9]=2)[N:21]=1. The yield is 0.830. (3) The reactants are Br[C:2]1[CH:3]=[C:4]2[C:9](=[CH:10][CH:11]=1)[N:8]=[CH:7][C:6]([C:12]([CH:14]1[CH2:16][CH2:15]1)=[O:13])=[C:5]2[NH:17][CH2:18][C@H:19]1[CH2:24][CH2:23][C@H:22]([N:25]([CH3:27])[CH3:26])[CH2:21][CH2:20]1.[Cl:28][C:29]1[CH:34]=[C:33](B2OC(C)(C)C(C)(C)O2)[CH:32]=[C:31]([Cl:44])[C:30]=1[OH:45]. No catalyst specified. The product is [CH:14]1([C:12]([C:6]2[CH:7]=[N:8][C:9]3[C:4]([C:5]=2[NH:17][CH2:18][C@H:19]2[CH2:20][CH2:21][C@H:22]([N:25]([CH3:27])[CH3:26])[CH2:23][CH2:24]2)=[CH:3][C:2]([C:33]2[CH:34]=[C:29]([Cl:28])[C:30]([OH:45])=[C:31]([Cl:44])[CH:32]=2)=[CH:11][CH:10]=3)=[O:13])[CH2:15][CH2:16]1. The yield is 0.500. (4) The reactants are C([O:5][C:6]([CH2:8][N:9]1[CH2:17][CH2:16][N:15]([CH2:18][CH:19]([NH:40][CH2:41][C:42]([O:44]C(C)(C)C)=[O:43])[CH2:20][C:21]2[CH:26]=[CH:25][C:24]([NH:27][C:28]3[C:33]4=[N:34][O:35][N:36]=[C:32]4[C:31]([N+:37]([O-:39])=[O:38])=[CH:30][CH:29]=3)=[CH:23][CH:22]=2)[CH2:14][CH2:13][N:12]([CH2:49][C:50]([O:52]C(C)(C)C)=[O:51])[CH2:11][CH2:10]1)=[O:7])(C)(C)C.Cl.CCOCC. The catalyst is O1CCOCC1. The product is [C:50]([CH2:49][N:12]1[CH2:13][CH2:14][N:15]([CH2:18][CH:19]([NH:40][CH2:41][C:42]([OH:44])=[O:43])[CH2:20][C:21]2[CH:26]=[CH:25][C:24]([NH:27][C:28]3[C:33]4=[N:34][O:35][N:36]=[C:32]4[C:31]([N+:37]([O-:39])=[O:38])=[CH:30][CH:29]=3)=[CH:23][CH:22]=2)[CH2:16][CH2:17][N:9]([CH2:8][C:6]([OH:7])=[O:5])[CH2:10][CH2:11]1)([OH:52])=[O:51]. The yield is 0.900. (5) The reactants are [F-].C([N+](CCCC)(CCCC)CCCC)CCC.[F:19][C:20]1[CH:21]=[C:22]([CH:25]=[CH:26][C:27]=1[F:28])[CH:23]=[O:24].[F:29][C:30]([Si](C)(C)C)([F:32])[F:31].Cl. The catalyst is C1COCC1. The product is [F:19][C:20]1[CH:21]=[C:22]([CH:23]([OH:24])[C:30]([F:32])([F:31])[F:29])[CH:25]=[CH:26][C:27]=1[F:28]. The yield is 0.900. (6) The reactants are C[O:2][C:3]([C:5]1[CH:14]=[C:13]2[C:8]([CH:9]=[CH:10][CH:11]=[N+:12]2[O-])=[CH:7][CH:6]=1)=[O:4].[F:16][C:17]([F:21])([F:20])[CH2:18][NH2:19].CC1C=CC(S(OS(C2C=CC(C)=CC=2)(=O)=O)(=O)=O)=CC=1. The catalyst is ClCCl. The product is [F:16][C:17]([F:21])([F:20])[CH2:18][NH:19][C:11]1[CH:10]=[CH:9][C:8]2[C:13](=[CH:14][C:5]([C:3]([OH:2])=[O:4])=[CH:6][CH:7]=2)[N:12]=1. The yield is 0.620. (7) The yield is 0.670. The reactants are [F:1][C:2]1[C:7]([N+:8]([O-])=O)=[CH:6][C:5]([N:11]2[CH2:20][C:19]3[C:14](=[N:15][C:16]([S:21][CH3:22])=[N:17][CH:18]=3)[N:13]([CH3:23])[C:12]2=[O:24])=[C:4]([CH3:25])[CH:3]=1.Cl. The product is [NH2:8][C:7]1[C:2]([F:1])=[CH:3][C:4]([CH3:25])=[C:5]([N:11]2[CH2:20][C:19]3[C:14](=[N:15][C:16]([S:21][CH3:22])=[N:17][CH:18]=3)[N:13]([CH3:23])[C:12]2=[O:24])[CH:6]=1. The catalyst is CCO.[Fe]. (8) The reactants are N(C(OCC)=O)=NC(OCC)=O.[OH:13][C:14]1[CH:19]=[CH:18][C:17]([S:20]([NH:23][CH2:24][C@H:25]([N:30]2[CH2:35][CH2:34][N:33]([S:36]([CH3:39])(=[O:38])=[O:37])[CH2:32][CH2:31]2)[C:26]([O:28][CH3:29])=[O:27])(=[O:22])=[O:21])=[CH:16][CH:15]=1.[C:40]1([C:46]2[CH:51]=[C:50]([CH2:52]O)[CH:49]=[CH:48][N:47]=2)[CH:45]=[CH:44][CH:43]=[CH:42][CH:41]=1.C1(P(C2C=CC=CC=2)C2C=CC=CC=2)C=CC=CC=1. The catalyst is O1CCCC1. The product is [CH3:39][S:36]([N:33]1[CH2:32][CH2:31][N:30]([C@@H:25]([CH2:24][NH:23][S:20]([C:17]2[CH:18]=[CH:19][C:14]([O:13][CH2:52][C:50]3[CH:49]=[CH:48][N:47]=[C:46]([C:40]4[CH:41]=[CH:42][CH:43]=[CH:44][CH:45]=4)[CH:51]=3)=[CH:15][CH:16]=2)(=[O:21])=[O:22])[C:26]([O:28][CH3:29])=[O:27])[CH2:35][CH2:34]1)(=[O:38])=[O:37]. The yield is 0.570. (9) The reactants are Cl[C:2]1[N:11]=[CH:10][C:9]2[N:8]([CH2:12][CH3:13])[C:7](=[O:14])[C@@H:6]([CH2:15][CH3:16])[N:5]([CH:17]3[CH2:21][CH2:20][CH2:19][CH2:18]3)[C:4]=2[N:3]=1.[NH2:22][C:23]1[CH:32]=[CH:31][C:26]([C:27]([O:29][CH3:30])=[O:28])=[CH:25][C:24]=1[O:33][CH3:34].C1(C)C=CC(S(O)(=O)=O)=CC=1. The catalyst is CC(C)CC(O)C. The product is [CH:17]1([N:5]2[C:4]3[N:3]=[C:2]([NH:22][C:23]4[CH:32]=[CH:31][C:26]([C:27]([O:29][CH3:30])=[O:28])=[CH:25][C:24]=4[O:33][CH3:34])[N:11]=[CH:10][C:9]=3[N:8]([CH2:12][CH3:13])[C:7](=[O:14])[C@H:6]2[CH2:15][CH3:16])[CH2:21][CH2:20][CH2:19][CH2:18]1. The yield is 0.250.